From a dataset of Full USPTO retrosynthesis dataset with 1.9M reactions from patents (1976-2016). Predict the reactants needed to synthesize the given product. Given the product [CH2:8]([O:12][C:13]1[N:21]=[C:20]2[C:16]([N:17]=[C:18]([O:22][CH3:23])[N:19]2[CH2:30][CH:31]2[CH2:35][CH2:34][O:33][CH2:32]2)=[C:15]([NH2:24])[N:14]=1)[CH2:9][CH2:10][CH3:11], predict the reactants needed to synthesize it. The reactants are: FC(F)(F)C(O)=O.[CH2:8]([O:12][C:13]1[N:21]=[C:20]2[C:16]([N:17]=[C:18]([O:22][CH3:23])[NH:19]2)=[C:15]([NH2:24])[N:14]=1)[CH2:9][CH2:10][CH3:11].CS(O[CH2:30][CH:31]1[CH2:35][CH2:34][O:33][CH2:32]1)(=O)=O.C(=O)([O-])[O-].[K+].[K+].C(OCC)(=O)C.